This data is from Full USPTO retrosynthesis dataset with 1.9M reactions from patents (1976-2016). The task is: Predict the reactants needed to synthesize the given product. (1) The reactants are: [CH3:1][O:2][C:3](=[O:11])[C:4]1[CH:9]=[CH:8][CH:7]=[CH:6][C:5]=1[NH2:10].[Br:12][C:13]1[CH:21]=[CH:20][C:16]([C:17](Cl)=[O:18])=[CH:15][C:14]=1[CH3:22].C(N(CC)CC)C. Given the product [CH3:1][O:2][C:3](=[O:11])[C:4]1[CH:9]=[CH:8][CH:7]=[CH:6][C:5]=1[NH:10][C:17](=[O:18])[C:16]1[CH:20]=[CH:21][C:13]([Br:12])=[C:14]([CH3:22])[CH:15]=1, predict the reactants needed to synthesize it. (2) Given the product [O:1]=[C:2]1[C:7]2[C:8]([C:11]([OH:13])=[O:12])=[CH:9][O:10][C:6]=2[CH2:5][C:4]2([CH2:16][CH2:17][CH2:18][CH2:19][CH2:20]2)[NH:3]1, predict the reactants needed to synthesize it. The reactants are: [O:1]=[C:2]1[C:7]2[C:8]([C:11]([O:13]CC)=[O:12])=[CH:9][O:10][C:6]=2[CH2:5][C:4]2([CH2:20][CH2:19][CH2:18][CH2:17][CH2:16]2)[NH:3]1.O=C1C2C(C(OCC)=O)=COC=2CC2(CCOCC2)C1.